From a dataset of Catalyst prediction with 721,799 reactions and 888 catalyst types from USPTO. Predict which catalyst facilitates the given reaction. (1) Reactant: [CH:1]1([C@H:5]([NH:7][C:8]2[N:16]=C(C#N)[N:14]=[C:13]3[C:9]=2[N:10]([CH2:24][C@H:25]2[CH2:30][CH2:29][C@H:28]([CH3:31])[CH2:27][CH2:26]2)[C:11]([C:19]2[S:20][CH:21]=[CH:22][N:23]=2)=[N:12]3)[CH3:6])[CH2:4][CH2:3][CH2:2]1.[OH-:32].[Na+].[CH2:34]([OH:36])[CH3:35]. Product: [CH:1]1([C@H:5]([NH:7][C:8]2[N:16]=[C:35]([C:34]([OH:32])=[O:36])[N:14]=[C:13]3[C:9]=2[N:10]([CH2:24][C@H:25]2[CH2:30][CH2:29][C@H:28]([CH3:31])[CH2:27][CH2:26]2)[C:11]([C:19]2[S:20][CH:21]=[CH:22][N:23]=2)=[N:12]3)[CH3:6])[CH2:4][CH2:3][CH2:2]1. The catalyst class is: 6. (2) Reactant: [CH3:1][C:2]1C=NNC=1.C(=O)CC.[CH:11]([O:18][CH2:19][CH3:20])([O:15][CH2:16][CH3:17])OCC.[N+]([O-])([O-])=O.[NH4+]. Product: [CH2:19]([O:18][CH:11]([O:15][CH2:16][CH3:17])[CH2:1][CH3:2])[CH3:20]. The catalyst class is: 8. (3) Reactant: [Cl:1][C:2]1[CH:3]=[C:4]([CH:7]=[C:8]([Cl:10])[CH:9]=1)[CH2:5][OH:6].[CH3:11][S:12](Cl)(=[O:14])=[O:13].C(N(CC)CC)C. Product: [CH3:11][S:12]([O:6][CH2:5][C:4]1[CH:3]=[C:2]([Cl:1])[CH:9]=[C:8]([Cl:10])[CH:7]=1)(=[O:14])=[O:13]. The catalyst class is: 4. (4) Reactant: [NH2:1][C:2]1[N:7]=[CH:6][C:5]([C:8]#[C:9][CH2:10][NH:11][C:12](=[O:23])[CH2:13][O:14][CH2:15][C:16]2[CH:21]=[CH:20][C:19]([F:22])=[CH:18][CH:17]=2)=[CH:4][CH:3]=1.[CH3:24][O:25][C:26]1[CH:27]=[C:28]([S:34](Cl)(=[O:36])=[O:35])[CH:29]=[CH:30][C:31]=1[O:32][CH3:33]. Product: [CH3:24][O:25][C:26]1[CH:27]=[C:28]([S:34]([NH:1][C:2]2[N:7]=[CH:6][C:5]([C:8]#[C:9][CH2:10][NH:11][C:12](=[O:23])[CH2:13][O:14][CH2:15][C:16]3[CH:17]=[CH:18][C:19]([F:22])=[CH:20][CH:21]=3)=[CH:4][CH:3]=2)(=[O:35])=[O:36])[CH:29]=[CH:30][C:31]=1[O:32][CH3:33]. The catalyst class is: 17. (5) Reactant: [C:1]1([CH:7](O)[CH2:8][CH3:9])[CH:6]=[CH:5][CH:4]=[CH:3][CH:2]=1.[H][H]. Product: [CH3:9][CH:8]=[CH:7][C:1]1[CH:6]=[CH:5][CH:4]=[CH:3][CH:2]=1. The catalyst class is: 11. (6) Reactant: Cl[C:2]1[N:11]=[C:10]([C:12]2[CH:17]=[CH:16][CH:15]=[CH:14][CH:13]=2)[C:9]2[C:4](=[CH:5][CH:6]=[C:7]([Cl:18])[CH:8]=2)[N:3]=1.C(#N)C.Cl.[CH3:23][O:24][NH2:25].C(N(CC)CC)C. Product: [Cl:18][C:7]1[CH:8]=[C:9]2[C:4](=[CH:5][CH:6]=1)[N:3]=[C:2]([NH:25][O:24][CH3:23])[N:11]=[C:10]2[C:12]1[CH:17]=[CH:16][CH:15]=[CH:14][CH:13]=1. The catalyst class is: 6.